Dataset: Full USPTO retrosynthesis dataset with 1.9M reactions from patents (1976-2016). Task: Predict the reactants needed to synthesize the given product. (1) Given the product [NH2:43][C:37]1[C:36]2=[C:35]([C:47]3[CH:48]=[CH:49][C:50]([N+:53]([O-:55])=[O:54])=[CH:51][CH:52]=3)[C:34]([C:32]#[N:33])=[CH:42][N:41]2[N:40]=[CH:39][N:38]=1, predict the reactants needed to synthesize it. The reactants are: NC1C2=C(C3C=CC([N+]([O-])=O)=CC=3)C(C=O)=CN2N=CN=1.Cl.NO.C(OC(=O)C)(=O)C.[C:32]([C:34]1[C:35]([C:47]2[CH:52]=[CH:51][C:50]([N+:53]([O-:55])=[O:54])=[CH:49][CH:48]=2)=[C:36]2[N:41]([CH:42]=1)[N:40]=[CH:39][N:38]=[C:37]2[NH:43]C(=O)C)#[N:33]. (2) Given the product [CH:1]1([CH:7]([NH:24][C:25]2[CH:26]=[CH:27][C:28]([C:31]([N:33]([CH3:41])[CH2:34][CH2:35][C:36]([OH:38])=[O:37])=[O:32])=[CH:29][CH:30]=2)[C:8]2[O:9][C:10]3[CH:22]=[CH:21][C:20]([F:23])=[CH:19][C:11]=3[C:12]=2[CH2:13][O:14][CH2:15][CH2:16][O:17][CH3:18])[CH2:2][CH2:3][CH2:4][CH2:5][CH2:6]1, predict the reactants needed to synthesize it. The reactants are: [CH:1]1([CH:7]([NH:24][C:25]2[CH:30]=[CH:29][C:28]([C:31]([N:33]([CH3:41])[CH2:34][CH2:35][C:36]([O:38]CC)=[O:37])=[O:32])=[CH:27][CH:26]=2)[C:8]2[O:9][C:10]3[CH:22]=[CH:21][C:20]([F:23])=[CH:19][C:11]=3[C:12]=2[CH2:13][O:14][CH2:15][CH2:16][O:17][CH3:18])[CH2:6][CH2:5][CH2:4][CH2:3][CH2:2]1.O1CCCC1.[OH-].[Na+]. (3) Given the product [Cl:20][C:17]1[CH:16]=[CH:15][C:14]([C@@H:12]([N:8]2[C:7](=[O:21])[CH:6]3[CH2:22][O:23][CH2:24][CH2:25][N:5]3[C:4]3[N:3]=[C:2]([C:34]4[CH:33]=[CH:32][C:31]([NH:30][C:28]([NH:27][CH3:26])=[O:29])=[CH:36][CH:35]=4)[N:11]=[CH:10][C:9]2=3)[CH3:13])=[CH:19][CH:18]=1, predict the reactants needed to synthesize it. The reactants are: Cl[C:2]1[N:11]=[CH:10][C:9]2[N:8]([C@H:12]([C:14]3[CH:19]=[CH:18][C:17]([Cl:20])=[CH:16][CH:15]=3)[CH3:13])[C:7](=[O:21])[CH:6]3[CH2:22][O:23][CH2:24][CH2:25][N:5]3[C:4]=2[N:3]=1.[CH3:26][NH:27][C:28]([NH:30][C:31]1[CH:36]=[CH:35][C:34](B2OC(C)(C)C(C)(C)O2)=[CH:33][CH:32]=1)=[O:29].C([O-])(O)=O.[Na+]. (4) Given the product [Cl:1][C:2]1[CH:7]=[N:6][CH:5]=[C:4]([O:8][C:12]2[CH:17]=[CH:16][CH:15]=[C:14]([N+:18]([O-:20])=[O:19])[CH:13]=2)[CH:3]=1, predict the reactants needed to synthesize it. The reactants are: [Cl:1][C:2]1[CH:3]=[C:4]([OH:8])[CH:5]=[N:6][CH:7]=1.[H-].[Na+].F[C:12]1[CH:17]=[CH:16][CH:15]=[C:14]([N+:18]([O-:20])=[O:19])[CH:13]=1. (5) Given the product [CH3:22][O:23][C:24](=[O:25])[C:20]([OH:21])=[CH:19][C:18](=[O:28])[N:9]([O:8][CH2:7][C:6]([O:5][C:1]([CH3:3])([CH3:4])[CH3:2])=[O:29])[CH2:10][C:11]1[CH:12]=[CH:13][C:14]([F:17])=[CH:15][CH:16]=1, predict the reactants needed to synthesize it. The reactants are: [C:1]([O:5][C:6](=[O:29])[CH2:7][O:8][N:9]([C:18](=[O:28])[CH:19]=[C:20]1[C:24](=[O:25])[O:23][C:22](C)(C)[O:21]1)[CH2:10][C:11]1[CH:16]=[CH:15][C:14]([F:17])=[CH:13][CH:12]=1)([CH3:4])([CH3:3])[CH3:2]. (6) Given the product [CH3:56][N:57]([CH:60]1[CH2:15][CH2:16][CH2:11][CH2:12][N:13]1[CH3:14])[C:58](=[O:59])[C:50]1[CH:49]=[CH:48][C:47]([N:44]2[CH2:43][CH2:42][CH:41]([N:35]3[CH2:40][CH2:39][CH2:38][CH2:37][CH2:36]3)[CH2:46][CH2:45]2)=[CH:55][CH:54]=1, predict the reactants needed to synthesize it. The reactants are: F[P-](F)(F)(F)(F)F.N1(OC(N(C)C)=[N+](C)C)[C:12]2[N:13]=[CH:14][CH:15]=[CH:16][C:11]=2N=N1.C(N(C(C)C)CC)(C)C.Cl.[N:35]1([CH:41]2[CH2:46][CH2:45][N:44]([C:47]3[CH:55]=[CH:54][C:50](C(O)=O)=[CH:49][CH:48]=3)[CH2:43][CH2:42]2)[CH2:40][CH2:39][CH2:38][CH2:37][CH2:36]1.[CH3:56][N:57]([CH3:60])[CH:58]=[O:59]. (7) The reactants are: [F:1][C:2]1[CH:10]=[CH:9][C:8]2[N:7]([C:11]3[CH:12]=[N:13][N:14](COCC[Si](C)(C)C)[C:15]=3[CH2:16][O:17][CH3:18])[C:6]3[CH:27]=[N:28][N:29](C4CCCCO4)[C:5]=3[C:4]=2[CH:3]=1.Cl. Given the product [F:1][C:2]1[CH:10]=[CH:9][C:8]2[N:7]([C:11]3[CH:12]=[N:13][NH:14][C:15]=3[CH2:16][O:17][CH3:18])[C:6]3[CH:27]=[N:28][NH:29][C:5]=3[C:4]=2[CH:3]=1, predict the reactants needed to synthesize it. (8) Given the product [CH2:1]([NH:8][CH2:13][CH2:12][CH:11]=[CH2:10])[C:2]1[CH:7]=[CH:6][CH:5]=[CH:4][CH:3]=1, predict the reactants needed to synthesize it. The reactants are: [CH2:1]([NH2:8])[C:2]1[CH:7]=[CH:6][CH:5]=[CH:4][CH:3]=1.Br[CH2:10][CH2:11][CH:12]=[CH2:13]. (9) Given the product [CH3:1][N+:2]1([CH3:26])[C@@H:3]2[C@@H:9]3[O:10][C@@H:8]3[C@H:7]1[CH2:6][C@@H:5]([O:11][C:12]([C:14]([OH:25])([C:15]1[S:19][CH:18]=[CH:17][CH:16]=1)[C:20]1[S:24][CH:23]=[CH:22][CH:21]=1)=[O:13])[CH2:4]2.[OH2:35].[Br-:28].[CH2:43]([OH:44])[C@H:41]1[O:42][C@H:37]([O:36][C@H:34]2[O:35][C@H:30]([CH2:29][OH:51])[C@@H:31]([OH:50])[C@H:32]([OH:49])[C@H:33]2[OH:48])[C@H:38]([OH:47])[C@@H:39]([OH:46])[C@@H:40]1[OH:45].[NH2:52][C@H:53]([C:58]([OH:60])=[O:59])[CH2:54][CH:55]([CH3:57])[CH3:56], predict the reactants needed to synthesize it. The reactants are: [CH3:1][N+:2]1([CH3:26])[C@@H:7]2[C@@H:8]3[O:10][C@@H:9]3[C@H:3]1[CH2:4][C@@H:5]([O:11][C:12]([C:14]([OH:25])([C:20]1[S:24][CH:23]=[CH:22][CH:21]=1)[C:15]1[S:19][CH:18]=[CH:17][CH:16]=1)=[O:13])[CH2:6]2.O.[Br-:28].[CH2:29]([OH:51])[C@H:30]1[O:35][C@H:34]([O:36][C@H:37]2[O:42][C@H:41]([CH2:43][OH:44])[C@@H:40]([OH:45])[C@H:39]([OH:46])[C@H:38]2[OH:47])[C@H:33]([OH:48])[C@@H:32]([OH:49])[C@@H:31]1[OH:50].[NH2:52][C@H:53]([C:58]([OH:60])=[O:59])[CH2:54][CH:55]([CH3:57])[CH3:56].CO. (10) Given the product [CH:1]1([N:5]2[CH2:11][CH2:10][C:9]3[CH:12]=[CH:13][C:14]([O:16][C:17]4[S:18][C:19]([NH:22][C:38](=[O:40])[CH3:37])=[CH:20][CH:21]=4)=[CH:15][C:8]=3[CH2:7][CH2:6]2)[CH2:4][CH2:3][CH2:2]1, predict the reactants needed to synthesize it. The reactants are: [CH:1]1([N:5]2[CH2:11][CH2:10][C:9]3[CH:12]=[CH:13][C:14]([O:16][C:17]4[S:18][C:19]([N+:22]([O-])=O)=[CH:20][CH:21]=4)=[CH:15][C:8]=3[CH2:7][CH2:6]2)[CH2:4][CH2:3][CH2:2]1.C1(N2CCC3C=[CH:37][C:38]([O:40]C4SC(NC(=O)C)=CN=4)=CC=3CC2)CCC1.